From a dataset of Full USPTO retrosynthesis dataset with 1.9M reactions from patents (1976-2016). Predict the reactants needed to synthesize the given product. (1) Given the product [CH3:1][O:2][C:3]1[C:4](=[O:29])[C:5]([CH3:28])=[C:6]([CH2:12][C:13]2[CH:21]=[CH:20][C:16]([C:17]([NH:36][C:35]3[CH:37]=[CH:38][C:32]([C:31]([F:39])([F:40])[F:30])=[CH:33][CH:34]=3)=[O:18])=[C:15]([C:22]3[CH:27]=[CH:26][CH:25]=[CH:24][CH:23]=3)[CH:14]=2)[C:7](=[O:11])[C:8]=1[O:9][CH3:10], predict the reactants needed to synthesize it. The reactants are: [CH3:1][O:2][C:3]1[C:4](=[O:29])[C:5]([CH3:28])=[C:6]([CH2:12][C:13]2[CH:21]=[CH:20][C:16]([C:17](O)=[O:18])=[C:15]([C:22]3[CH:27]=[CH:26][CH:25]=[CH:24][CH:23]=3)[CH:14]=2)[C:7](=[O:11])[C:8]=1[O:9][CH3:10].[F:30][C:31]([F:40])([F:39])[C:32]1[CH:38]=[CH:37][C:35]([NH2:36])=[CH:34][CH:33]=1.C(N(CC)CC)C.[Cl-].ClC1N(C)CC[NH+]1C. (2) Given the product [CH:1]12[CH2:10][CH:5]3[CH2:6][CH:7]([CH2:9][CH:3]([CH2:4]3)[CH:2]1[NH:22][CH2:15][CH2:14][CH:13]([S:17]([OH:16])(=[O:19])=[O:18])[CH3:12])[CH2:8]2, predict the reactants needed to synthesize it. The reactants are: [C:1]12(N)[CH2:10][CH:5]3[CH2:6][CH:7]([CH2:9][CH:3]([CH2:4]3)[CH2:2]1)[CH2:8]2.[CH3:12][CH:13]1[S:17](=[O:19])(=[O:18])[O:16][CH2:15][CH2:14]1.C(#[N:22])C. (3) Given the product [CH2:19]([O:20][C:2]1[CH:10]=[CH:9][C:5]([C:6]([OH:8])=[O:7])=[CH:4][C:3]=1[C:11]([F:14])([F:13])[F:12])[CH2:18][CH3:17], predict the reactants needed to synthesize it. The reactants are: F[C:2]1[CH:10]=[CH:9][C:5]([C:6]([OH:8])=[O:7])=[CH:4][C:3]=1[C:11]([F:14])([F:13])[F:12].FC1[CH:17]=[C:18](C=CC=1OCCOC)[C:19](O)=[O:20].FC1C=C(C=CC=1F)C(O)=O. (4) The reactants are: CS(O[CH2:6][C@@H:7]1[C@:16]2([CH3:17])[C@H:11]([C:12]([CH3:19])([CH3:18])[CH2:13][CH2:14][CH2:15]2)[CH2:10][CH2:9][C@:8]1([OH:21])[CH3:20])(=O)=O.[CH3:22][O:23][C:24]1[CH:25]=[C:26]([SH:30])[CH:27]=[CH:28][CH:29]=1.C(=O)([O-])[O-].[Cs+].[Cs+]. Given the product [CH3:22][O:23][C:24]1[CH:25]=[C:26]([S:30][CH2:6][C@@H:7]2[C@:16]3([CH3:17])[C@H:11]([C:12]([CH3:19])([CH3:18])[CH2:13][CH2:14][CH2:15]3)[CH2:10][CH2:9][C@@:8]2([CH3:20])[OH:21])[CH:27]=[CH:28][CH:29]=1, predict the reactants needed to synthesize it. (5) Given the product [F:1][C:2]1[CH:9]=[C:8]([F:10])[CH:7]=[CH:6][C:3]=1/[CH:4]=[C:14](\[CH2:15][CH2:16][CH2:17][CH2:18][CH3:19])/[C:12](=[O:11])[CH3:13], predict the reactants needed to synthesize it. The reactants are: [F:1][C:2]1[CH:9]=[C:8]([F:10])[CH:7]=[CH:6][C:3]=1[CH:4]=O.[O:11]=[C:12]([CH:14](P(=O)(OCC)OCC)[CH2:15][CH2:16][CH2:17][CH2:18][CH3:19])[CH3:13].